Dataset: NCI-60 drug combinations with 297,098 pairs across 59 cell lines. Task: Regression. Given two drug SMILES strings and cell line genomic features, predict the synergy score measuring deviation from expected non-interaction effect. (1) Drug 1: CC1=C(C(=CC=C1)Cl)NC(=O)C2=CN=C(S2)NC3=CC(=NC(=N3)C)N4CCN(CC4)CCO. Drug 2: C(CN)CNCCSP(=O)(O)O. Cell line: SNB-19. Synergy scores: CSS=0.126, Synergy_ZIP=1.26, Synergy_Bliss=2.22, Synergy_Loewe=-101, Synergy_HSA=-2.30. (2) Drug 1: CC1=C(C=C(C=C1)NC(=O)C2=CC=C(C=C2)CN3CCN(CC3)C)NC4=NC=CC(=N4)C5=CN=CC=C5. Drug 2: C1C(C(OC1N2C=NC(=NC2=O)N)CO)O. Cell line: COLO 205. Synergy scores: CSS=21.3, Synergy_ZIP=-1.88, Synergy_Bliss=0.217, Synergy_Loewe=2.99, Synergy_HSA=3.03. (3) Drug 1: CC1=C2C(C(=O)C3(C(CC4C(C3C(C(C2(C)C)(CC1OC(=O)C(C(C5=CC=CC=C5)NC(=O)C6=CC=CC=C6)O)O)OC(=O)C7=CC=CC=C7)(CO4)OC(=O)C)O)C)OC(=O)C. Drug 2: C1=CC=C(C(=C1)C(C2=CC=C(C=C2)Cl)C(Cl)Cl)Cl. Cell line: ACHN. Synergy scores: CSS=15.8, Synergy_ZIP=-8.51, Synergy_Bliss=-1.01, Synergy_Loewe=-23.8, Synergy_HSA=-1.72. (4) Drug 1: CC1=CC2C(CCC3(C2CCC3(C(=O)C)OC(=O)C)C)C4(C1=CC(=O)CC4)C. Drug 2: C(=O)(N)NO. Cell line: NCIH23. Synergy scores: CSS=-5.95, Synergy_ZIP=0.710, Synergy_Bliss=-3.04, Synergy_Loewe=-5.98, Synergy_HSA=-5.66. (5) Drug 1: C1=C(C(=O)NC(=O)N1)N(CCCl)CCCl. Drug 2: C1=CC(=CC=C1C#N)C(C2=CC=C(C=C2)C#N)N3C=NC=N3. Cell line: NCI-H522. Synergy scores: CSS=25.0, Synergy_ZIP=-3.63, Synergy_Bliss=-5.47, Synergy_Loewe=-4.56, Synergy_HSA=-2.57. (6) Drug 1: C1CCN(CC1)CCOC2=CC=C(C=C2)C(=O)C3=C(SC4=C3C=CC(=C4)O)C5=CC=C(C=C5)O. Drug 2: CN(C(=O)NC(C=O)C(C(C(CO)O)O)O)N=O. Cell line: HCC-2998. Synergy scores: CSS=-9.28, Synergy_ZIP=2.20, Synergy_Bliss=-1.58, Synergy_Loewe=-9.08, Synergy_HSA=-6.94. (7) Drug 1: CCC1=C2CN3C(=CC4=C(C3=O)COC(=O)C4(CC)O)C2=NC5=C1C=C(C=C5)O. Drug 2: C#CCC(CC1=CN=C2C(=N1)C(=NC(=N2)N)N)C3=CC=C(C=C3)C(=O)NC(CCC(=O)O)C(=O)O. Cell line: SF-539. Synergy scores: CSS=51.3, Synergy_ZIP=-7.98, Synergy_Bliss=-8.28, Synergy_Loewe=3.19, Synergy_HSA=3.32. (8) Drug 1: CC1C(C(CC(O1)OC2CC(OC(C2O)C)OC3=CC4=CC5=C(C(=O)C(C(C5)C(C(=O)C(C(C)O)O)OC)OC6CC(C(C(O6)C)O)OC7CC(C(C(O7)C)O)OC8CC(C(C(O8)C)O)(C)O)C(=C4C(=C3C)O)O)O)O. Drug 2: C1=NNC2=C1C(=O)NC=N2. Cell line: ACHN. Synergy scores: CSS=22.2, Synergy_ZIP=-2.11, Synergy_Bliss=-2.22, Synergy_Loewe=0.368, Synergy_HSA=0.0943. (9) Drug 1: CC1=CC2C(CCC3(C2CCC3(C(=O)C)OC(=O)C)C)C4(C1=CC(=O)CC4)C. Synergy scores: CSS=8.60, Synergy_ZIP=-1.60, Synergy_Bliss=0.581, Synergy_Loewe=-21.7, Synergy_HSA=-2.01. Drug 2: C1CCC(C(C1)N)N.C(=O)(C(=O)[O-])[O-].[Pt+4]. Cell line: SF-295.